This data is from Full USPTO retrosynthesis dataset with 1.9M reactions from patents (1976-2016). The task is: Predict the reactants needed to synthesize the given product. (1) Given the product [Cl:18][C:3]1[C:2]2[N:9]([CH:20]=[CH:21][N:1]=2)[CH:8]=[C:7]([C:10]2[CH:15]=[CH:14][C:13]([Cl:16])=[CH:12][C:11]=2[Cl:17])[C:4]=1[C:5]#[N:6], predict the reactants needed to synthesize it. The reactants are: [NH2:1][C:2]1[C:3]([Cl:18])=[C:4]([C:7]([C:10]2[CH:15]=[CH:14][C:13]([Cl:16])=[CH:12][C:11]=2[Cl:17])=[CH:8][N:9]=1)[C:5]#[N:6].Cl[CH:20](OCC)[CH2:21]Cl. (2) Given the product [CH2:7]([C:16]1[S:31][C:19]2[N:20]=[C:21]([C:25]3[O:26][C:27]([CH3:30])=[CH:28][CH:29]=3)[N:22]=[C:23]([NH2:24])[C:18]=2[CH:17]=1)[C:8]1[CH:13]=[CH:12][CH:11]=[CH:10][CH:9]=1, predict the reactants needed to synthesize it. The reactants are: C1COCC1.[Br-].[CH2:7]([Zn+])[C:8]1[CH:13]=[CH:12][CH:11]=[CH:10][CH:9]=1.Br[C:16]1[S:31][C:19]2[N:20]=[C:21]([C:25]3[O:26][C:27]([CH3:30])=[CH:28][CH:29]=3)[N:22]=[C:23]([NH2:24])[C:18]=2[CH:17]=1. (3) Given the product [N:1]1[CH:6]=[CH:5][CH:4]=[CH:3][C:2]=1[N:7]1[CH2:8][CH2:9][N:10]([CH2:23][C:22]([NH:21][C:16]2[CH:17]=[CH:18][CH:19]=[CH:20][C:15]=2[C:14]([F:13])([F:26])[F:27])=[O:25])[CH2:11][CH2:12]1, predict the reactants needed to synthesize it. The reactants are: [N:1]1[CH:6]=[CH:5][CH:4]=[CH:3][C:2]=1[N:7]1[CH2:12][CH2:11][NH:10][CH2:9][CH2:8]1.[F:13][C:14]([F:27])([F:26])[C:15]1[CH:20]=[CH:19][CH:18]=[CH:17][C:16]=1[NH:21][C:22](=[O:25])[CH2:23]Cl.C(=O)([O-])[O-].[Na+].[Na+].